From a dataset of NCI-60 drug combinations with 297,098 pairs across 59 cell lines. Regression. Given two drug SMILES strings and cell line genomic features, predict the synergy score measuring deviation from expected non-interaction effect. (1) Drug 1: CN1C2=C(C=C(C=C2)N(CCCl)CCCl)N=C1CCCC(=O)O.Cl. Drug 2: C(CCl)NC(=O)N(CCCl)N=O. Cell line: SK-OV-3. Synergy scores: CSS=0.589, Synergy_ZIP=2.82, Synergy_Bliss=4.77, Synergy_Loewe=-0.397, Synergy_HSA=0.217. (2) Drug 1: CCCS(=O)(=O)NC1=C(C(=C(C=C1)F)C(=O)C2=CNC3=C2C=C(C=N3)C4=CC=C(C=C4)Cl)F. Drug 2: C1CNP(=O)(OC1)N(CCCl)CCCl. Cell line: HCT-15. Synergy scores: CSS=-0.638, Synergy_ZIP=2.51, Synergy_Bliss=1.28, Synergy_Loewe=-1.09, Synergy_HSA=-1.51. (3) Drug 1: C1=CC=C(C=C1)NC(=O)CCCCCCC(=O)NO. Drug 2: CC12CCC3C(C1CCC2O)C(CC4=C3C=CC(=C4)O)CCCCCCCCCS(=O)CCCC(C(F)(F)F)(F)F. Cell line: PC-3. Synergy scores: CSS=7.68, Synergy_ZIP=-4.46, Synergy_Bliss=-3.46, Synergy_Loewe=-1.68, Synergy_HSA=-1.42. (4) Drug 1: CC1=C(C=C(C=C1)NC(=O)C2=CC=C(C=C2)CN3CCN(CC3)C)NC4=NC=CC(=N4)C5=CN=CC=C5. Drug 2: C(CN)CNCCSP(=O)(O)O. Cell line: MALME-3M. Synergy scores: CSS=-3.50, Synergy_ZIP=-0.470, Synergy_Bliss=-4.21, Synergy_Loewe=-4.68, Synergy_HSA=-6.25. (5) Drug 1: CC(C1=C(C=CC(=C1Cl)F)Cl)OC2=C(N=CC(=C2)C3=CN(N=C3)C4CCNCC4)N. Drug 2: C(CN)CNCCSP(=O)(O)O. Cell line: NCI-H226. Synergy scores: CSS=-0.768, Synergy_ZIP=-1.12, Synergy_Bliss=-1.33, Synergy_Loewe=-8.38, Synergy_HSA=-3.18. (6) Drug 1: C1CCC(C1)C(CC#N)N2C=C(C=N2)C3=C4C=CNC4=NC=N3. Drug 2: CNC(=O)C1=CC=CC=C1SC2=CC3=C(C=C2)C(=NN3)C=CC4=CC=CC=N4. Cell line: KM12. Synergy scores: CSS=45.8, Synergy_ZIP=-3.53, Synergy_Bliss=0.442, Synergy_Loewe=0.478, Synergy_HSA=2.11.